This data is from Full USPTO retrosynthesis dataset with 1.9M reactions from patents (1976-2016). The task is: Predict the reactants needed to synthesize the given product. (1) Given the product [O:8]1[C:12]2[CH:13]=[CH:14][CH:15]=[CH:16][C:11]=2[N:10]=[C:9]1[N:17]([CH2:30][C:31]1[CH:32]=[C:33]([CH:48]=[CH:49][CH:50]=1)[O:34][C@H:35]([CH2:46][CH3:47])[C:36]([OH:38])=[O:37])[CH2:18][CH2:19][CH2:20][O:21][C:22]1[CH:23]=[CH:24][C:25]([O:28][CH3:29])=[CH:26][CH:27]=1, predict the reactants needed to synthesize it. The reactants are: O[C@@H](CC)C(O)=O.[O:8]1[C:12]2[CH:13]=[CH:14][CH:15]=[CH:16][C:11]=2[N:10]=[C:9]1[N:17]([CH2:30][C:31]1[CH:32]=[C:33]([CH:48]=[CH:49][CH:50]=1)[O:34][C@H:35]([CH2:46][CH3:47])[C:36]([O:38]CC1C=CC=CC=1)=[O:37])[CH2:18][CH2:19][CH2:20][O:21][C:22]1[CH:27]=[CH:26][C:25]([O:28][CH3:29])=[CH:24][CH:23]=1. (2) Given the product [CH2:1]([NH:3][C:4](=[O:5])[O-:6])[CH3:2].[F:21][C:22]1[CH:29]=[CH:28][CH:27]=[CH:26][C:23]=1[CH2:24][O:7][C:8]1[CH:9]=[CH:10][C:11]2[CH:12]([CH3:20])[CH:13]3[CH2:17][NH:16][CH2:15][CH:14]3[C:18]=2[CH:19]=1, predict the reactants needed to synthesize it. The reactants are: [CH2:1]([NH:3][C:4](=[O:6])[O-:5])[CH3:2].[OH:7][C:8]1[CH:9]=[CH:10][C:11]2[CH:12]([CH3:20])[CH:13]3[CH2:17][NH:16][CH2:15][CH:14]3[C:18]=2[CH:19]=1.[F:21][C:22]1[CH:29]=[CH:28][CH:27]=[CH:26][C:23]=1[CH2:24]Br. (3) Given the product [CH3:22][N:21]([CH2:20][C:17]1[CH:18]=[CH:19][C:14]([N:9]2[CH:10]=[CH:11][C:12](=[O:13])[C:7]([C:5]3[N:32]([C:27]4[CH:28]=[CH:29][CH:30]=[CH:31][C:26]=4[F:25])[N:2]=[CH:3][CH:4]=3)=[N:8]2)=[CH:15][CH:16]=1)[CH3:23], predict the reactants needed to synthesize it. The reactants are: C[N:2](C)/[CH:3]=[CH:4]/[C:5]([C:7]1[C:12](=[O:13])[CH:11]=[CH:10][N:9]([C:14]2[CH:19]=[CH:18][C:17]([CH2:20][N:21]([CH3:23])[CH3:22])=[CH:16][CH:15]=2)[N:8]=1)=O.[F:25][C:26]1[CH:31]=[CH:30][CH:29]=[CH:28][C:27]=1[NH:32]N. (4) Given the product [CH3:25][C@H:20]1[O:21][C@@H:22]([CH3:24])[CH2:23][N:18]([CH2:17][C:14]2[O:13][C:12]([C:4]3[CH:3]=[C:2]([C:34]4[CH:42]=[CH:41][CH:40]=[C:39]5[C:35]=4[CH:36]=[CH:37][NH:38]5)[CH:10]=[C:9]4[C:5]=3[CH:6]=[N:7][N:8]4[CH3:11])=[N:16][N:15]=2)[CH2:19]1, predict the reactants needed to synthesize it. The reactants are: Br[C:2]1[CH:10]=[C:9]2[C:5]([CH:6]=[N:7][N:8]2[CH3:11])=[C:4]([C:12]2[O:13][C:14]([CH2:17][N:18]3[CH2:23][C@H:22]([CH3:24])[O:21][C@H:20]([CH3:25])[CH2:19]3)=[N:15][N:16]=2)[CH:3]=1.CC1(C)C(C)(C)OB([C:34]2[CH:42]=[CH:41][CH:40]=[C:39]3[C:35]=2[CH:36]=[CH:37][NH:38]3)O1.C(=O)([O-])[O-].[Na+].[Na+].